Task: Regression/Classification. Given a drug SMILES string, predict its toxicity properties. Task type varies by dataset: regression for continuous values (e.g., LD50, hERG inhibition percentage) or binary classification for toxic/non-toxic outcomes (e.g., AMES mutagenicity, cardiotoxicity, hepatotoxicity). Dataset: clintox.. Dataset: Clinical trial toxicity outcomes and FDA approval status for drugs (1) The drug is COc1cccc2c1C(=O)c1c(O)c3c(c(O)c1C2=O)C[C@@](O)(C(=O)CO)C[C@@H]3O[C@H]1C[C@H](N)[C@H](O)[C@H](C)O1.Cl. The result is 1 (failed clinical trial for toxicity). (2) The drug is [NH3+][C@H]1[C@@H]2CN(c3nc4c(cc3F)c(=O)c(C(=O)[O-])cn4-c3ccc(F)cc3F)C[C@H]12. The result is 0 (passed clinical trial). (3) The compound is CC#CCC(C)[C@H](O)/C=C/[C@@H]1[C@H]2C/C(=C/CCCC(=O)[O-])C[C@H]2C[C@H]1O. The result is 0 (passed clinical trial). (4) The drug is CCCCCCCCCCCC(=O)OCCNC(=O)C[n+]1ccccc1. The result is 0 (passed clinical trial). (5) The result is 0 (passed clinical trial). The drug is CC([NH2+]C(C)(C)C)C(=O)c1cccc(Cl)c1. (6) The molecule is CCCc1nc2c(C)cc(-c3nc4ccccc4n3C)cc2n1Cc1ccc(-c2ccccc2C(=O)[O-])cc1. The result is 0 (passed clinical trial). (7) The drug is CC(C)(C#N)c1cc(Cn2cncn2)cc(C(C)(C)C#N)c1. The result is 1 (failed clinical trial for toxicity). (8) The compound is C[NH2+][C@H]1CC[C@@H](c2ccc(Cl)c(Cl)c2)c2ccccc21. The result is 0 (passed clinical trial). (9) The compound is CC(C)[NH2+]CC(O)c1ccc(NS(C)(=O)=O)cc1. The result is 0 (passed clinical trial).